Dataset: Forward reaction prediction with 1.9M reactions from USPTO patents (1976-2016). Task: Predict the product of the given reaction. (1) Given the reactants [CH2:1]([O:3][C:4]([C:6]1[N:11]=[C:10](Br)[C:9]2[N:13]=[C:14]([C:16]3[CH:21]=[CH:20][CH:19]=[CH:18][CH:17]=3)[S:15][C:8]=2[C:7]=1[OH:22])=[O:5])[CH3:2].C([Sn](CCCC)(CCCC)[C:28]1[O:29][CH:30]=[CH:31][CH:32]=1)CCC, predict the reaction product. The product is: [CH2:1]([O:3][C:4]([C:6]1[N:11]=[C:10]([C:28]2[O:29][CH:30]=[CH:31][CH:32]=2)[C:9]2[N:13]=[C:14]([C:16]3[CH:21]=[CH:20][CH:19]=[CH:18][CH:17]=3)[S:15][C:8]=2[C:7]=1[OH:22])=[O:5])[CH3:2]. (2) The product is: [Cl:38][C:11]1[CH:10]=[N:9][C:18]2[C:41]([C:12]=1[C:24](=[CH2:29])[C:25]([O:27][CH3:28])=[O:26])=[N:42][C:44]([O:45][CH3:5])=[CH:14][CH:13]=2. Given the reactants OS([C:5](F)(F)F)(=O)=O.[N:9]1[C:18]2[C:13](=[CH:14]C=CN=2)[CH:12]=[CH:11][CH:10]=1.C([Sn](CCCC)(CCCC)[C:24](=[CH2:29])[C:25]([O:27][CH3:28])=[O:26])CCC.[Cl-:38].[Li+].[I-].[CH3:41][N:42]([CH:44]=[O:45])C, predict the reaction product. (3) Given the reactants Br[C:2]1[N:7]=[C:6]([C:8]([C:11]2[N:12]=[N:13][N:14]([CH2:16][CH2:17][OH:18])[CH:15]=2)([OH:10])[CH3:9])[CH:5]=[CH:4][CH:3]=1.[NH2:19][C:20]1[S:21][C:22]([C:28]2[CH:33]=[CH:32][C:31]([C:34]([OH:37])([CH3:36])[CH3:35])=[CH:30][C:29]=2[F:38])=[CH:23][C:24]=1[C:25]([NH2:27])=[O:26], predict the reaction product. The product is: [F:38][C:29]1[CH:30]=[C:31]([C:34]([OH:37])([CH3:35])[CH3:36])[CH:32]=[CH:33][C:28]=1[C:22]1[S:21][C:20]([NH:19][C:2]2[CH:3]=[CH:4][CH:5]=[C:6]([C:8]([OH:10])([C:11]3[N:12]=[N:13][N:14]([CH2:16][CH2:17][OH:18])[CH:15]=3)[CH3:9])[N:7]=2)=[C:24]([C:25]([NH2:27])=[O:26])[CH:23]=1. (4) Given the reactants CO[C:3]([CH:5]1[CH2:9][CH:8]([OH:10])[CH:7]([CH2:11][NH:12][C:13]([C:15]2[S:16][C:17]([Cl:20])=[CH:18][CH:19]=2)=[O:14])[CH2:6]1)=[O:4].[NH2:21][C:22]1[CH:27]=[CH:26][C:25]([N:28]2[CH:33]=[CH:32][N:31]=[CH:30][C:29]2=[O:34])=[CH:24][C:23]=1[F:35], predict the reaction product. The product is: [F:35][C:23]1[CH:24]=[C:25]([N:28]2[CH:33]=[CH:32][N:31]=[CH:30][C:29]2=[O:34])[CH:26]=[CH:27][C:22]=1[NH:21][C:3]([CH:5]1[CH2:6][CH:7]([CH2:11][NH:12][C:13]([C:15]2[S:16][C:17]([Cl:20])=[CH:18][CH:19]=2)=[O:14])[CH:8]([OH:10])[CH2:9]1)=[O:4].